The task is: Predict the reactants needed to synthesize the given product.. This data is from Full USPTO retrosynthesis dataset with 1.9M reactions from patents (1976-2016). (1) Given the product [CH3:1][O:2][C:3]([C:4]1[CH:9]=[CH:8][C:7]2[N:10]([CH2:11][CH2:12][S:13]([CH3:16])(=[O:15])=[O:14])[CH:21]=[N:17][C:6]=2[CH:5]=1)=[O:20], predict the reactants needed to synthesize it. The reactants are: [CH3:1][O:2][C:3](=[O:20])[C:4]1[CH:9]=[CH:8][C:7]([NH:10][CH2:11][CH2:12][S:13]([CH3:16])(=[O:15])=[O:14])=[C:6]([N+:17]([O-])=O)[CH:5]=1.[CH3:21]O. (2) The reactants are: [CH3:1][C:2]1[C:16]([CH3:17])=[C:15]([CH3:18])[CH:14]=[CH:13][C:3]=1[S:4][C:5]1[CH:12]=[CH:11][C:8]([C:9]#[N:10])=[CH:7][CH:6]=1.C1COCC1.[H-].[Al+3].[Li+].[H-].[H-].[H-].[OH-].[Na+]. Given the product [CH3:1][C:2]1[C:16]([CH3:17])=[C:15]([CH3:18])[CH:14]=[CH:13][C:3]=1[S:4][C:5]1[CH:12]=[CH:11][C:8]([CH2:9][NH2:10])=[CH:7][CH:6]=1, predict the reactants needed to synthesize it.